Dataset: Reaction yield outcomes from USPTO patents with 853,638 reactions. Task: Predict the reaction yield, written as a fraction of the theoretical maximum amount of product (1.0 means a 100% yield; for example, 0.34 means a 34% yield). (1) The reactants are Cl[C:2]1[CH:7]=[C:6]([C:8]2[C:13]([CH3:14])=[CH:12][C:11]([CH3:15])=[CH:10][N:9]=2)[C:5]([Cl:16])=[CH:4][N:3]=1.[F-].[Cs+].[N:19]1[C:20]([CH2:28][N:29]2[CH2:34][CH2:33][O:32][CH2:31][CH2:30]2)=[CH:21][N:22]2[CH2:27][CH2:26][NH:25][CH2:24][C:23]=12.C(OCC)(=O)C. The catalyst is CS(C)=O.O. The product is [Cl:16][C:5]1[C:6]([C:8]2[C:13]([CH3:14])=[CH:12][C:11]([CH3:15])=[CH:10][N:9]=2)=[CH:7][C:2]([N:25]2[CH2:26][CH2:27][N:22]3[CH:21]=[C:20]([CH2:28][N:29]4[CH2:30][CH2:31][O:32][CH2:33][CH2:34]4)[N:19]=[C:23]3[CH2:24]2)=[N:3][CH:4]=1. The yield is 0.158. (2) The reactants are CC1(C)CCC(N2C(=O)C3C(=CC=CC=3)C2=O)C=C1.BrN1C(=O)CCC1=O.Br[C@@H]1[C@@H](O)C(C)(C)CC[C@H]1N1C(=O)C2C(=CC=CC=2)C1=O.Br[C@H]1[C@H](O)C(C)(C)CC[C@@H]1N1C(=O)C2C(=CC=CC=2)C1=O.[Br:70][C@@H:71]1[C:76]([CH3:78])([CH3:77])[CH2:75][CH2:74][C@@H:73]([N:79]2[C:87](=[O:88])[C:86]3[C:81](=[CH:82][CH:83]=[CH:84][CH:85]=3)[C:80]2=[O:89])[C@H:72]1[OH:90]. The catalyst is C(Cl)(Cl)Cl.C(O)C. The product is [Br:70][C@H:71]1[C:76]([CH3:78])([CH3:77])[CH2:75][CH2:74][C@H:73]([N:79]2[C:87](=[O:88])[C:86]3[C:81](=[CH:82][CH:83]=[CH:84][CH:85]=3)[C:80]2=[O:89])[C@@H:72]1[OH:90]. The yield is 0.713. (3) The reactants are [N+:1]([CH2:4][CH:5]([C:12]1[CH:16]=[CH:15][S:14][CH:13]=1)[CH2:6][C:7]([O:9]CC)=[O:8])([O-:3])=[O:2].[OH-].[Na+].Cl. The catalyst is CO. The product is [N+:1]([CH2:4][CH:5]([C:12]1[CH:16]=[CH:15][S:14][CH:13]=1)[CH2:6][C:7]([OH:9])=[O:8])([O-:3])=[O:2]. The yield is 0.870.